The task is: Predict the reactants needed to synthesize the given product.. This data is from Full USPTO retrosynthesis dataset with 1.9M reactions from patents (1976-2016). Given the product [CH2:1]([NH:11][C:24](=[O:25])[CH:23]([O:22][C:19](=[O:21])[CH3:20])[CH3:27])/[CH:2]=[C:3](/[CH2:5][CH2:6][CH:7]=[C:8]([CH3:10])[CH3:9])\[CH3:4], predict the reactants needed to synthesize it. The reactants are: [CH2:1]([NH2:11])/[CH:2]=[C:3](/[CH2:5][CH2:6][CH:7]=[C:8]([CH3:10])[CH3:9])\[CH3:4].C(N(CC)CC)C.[C:19]([O:22][CH:23]([CH3:27])[C:24](Cl)=[O:25])(=[O:21])[CH3:20].